Dataset: Full USPTO retrosynthesis dataset with 1.9M reactions from patents (1976-2016). Task: Predict the reactants needed to synthesize the given product. (1) Given the product [Si:24]([O:41][CH2:42][C:43]([F:54])([CH3:53])[CH2:44][NH:14][CH:12]([CH3:13])[CH2:11][C:5]1[C:4]2[C:8](=[CH:9][CH:10]=[C:2]([F:1])[CH:3]=2)[NH:7][CH:6]=1)([C:37]([CH3:39])([CH3:40])[CH3:38])([C:31]1[CH:32]=[CH:33][CH:34]=[CH:35][CH:36]=1)[C:25]1[CH:26]=[CH:27][CH:28]=[CH:29][CH:30]=1, predict the reactants needed to synthesize it. The reactants are: [F:1][C:2]1[CH:3]=[C:4]2[C:8](=[CH:9][CH:10]=1)[NH:7][CH:6]=[C:5]2[CH2:11][CH:12]([NH2:14])[CH3:13].C(N(CC)C(C)C)(C)C.[Si:24]([O:41][CH2:42][C:43]([F:54])([CH3:53])[CH2:44]OS(C(F)(F)F)(=O)=O)([C:37]([CH3:40])([CH3:39])[CH3:38])([C:31]1[CH:36]=[CH:35][CH:34]=[CH:33][CH:32]=1)[C:25]1[CH:30]=[CH:29][CH:28]=[CH:27][CH:26]=1. (2) Given the product [C:10]([C:7]1[CH:8]=[CH:9][C:4]([C:3]([NH:13][NH2:14])=[O:2])=[CH:5][CH:6]=1)#[N:11], predict the reactants needed to synthesize it. The reactants are: C[O:2][C:3](=O)[C:4]1[CH:9]=[CH:8][C:7]([C:10]#[N:11])=[CH:6][CH:5]=1.[NH2:13][NH2:14].O. (3) Given the product [Cl:8][C:6]1[CH:5]=[C:4]([C:9]2([C:24]([F:25])([F:27])[F:26])[O:13][N:12]=[C:11]([C:14]3[O:18][C:17]([CH3:19])=[C:16]([C:20]([OH:22])=[O:21])[CH:15]=3)[CH2:10]2)[CH:3]=[C:2]([Cl:1])[CH:7]=1, predict the reactants needed to synthesize it. The reactants are: [Cl:1][C:2]1[CH:3]=[C:4]([C:9]2([C:24]([F:27])([F:26])[F:25])[O:13][N:12]=[C:11]([C:14]3[O:18][C:17]([CH3:19])=[C:16]([C:20]([O:22]C)=[O:21])[CH:15]=3)[CH2:10]2)[CH:5]=[C:6]([Cl:8])[CH:7]=1.Cl. (4) Given the product [C:3]([C:7]1[CH:8]=[C:9]([CH:10]=[CH:11][CH:12]=1)[O:13][CH2:15][CH2:16][CH:17]1[O:22][CH2:21][CH2:20][CH2:19][O:18]1)([CH3:6])([CH3:4])[CH3:5], predict the reactants needed to synthesize it. The reactants are: [OH-].[Na+].[C:3]([C:7]1[CH:8]=[C:9]([OH:13])[CH:10]=[CH:11][CH:12]=1)([CH3:6])([CH3:5])[CH3:4].Br[CH2:15][CH2:16][CH:17]1[O:22][CH2:21][CH2:20][CH2:19][O:18]1. (5) Given the product [Cl:1][C:2]1[CH:7]=[CH:6][C:5]([C:8]2[N:13]=[CH:12][N:11]([C@@H:25]3[C:41]4[CH:42]=[C:37]([CH:38]=[CH:39][N:40]=4)[C:36]4[N:35]([CH:43]([F:44])[F:45])[N:34]=[CH:33][C:32]=4[NH:31][C:30](=[O:46])[C@H:29]([CH3:47])[CH2:28][CH2:27][CH2:26]3)[C:10](=[O:14])[CH:9]=2)=[C:4]([N:15]2[CH:19]=[C:18]([C:20]([F:23])([F:21])[F:22])[N:17]=[N:16]2)[CH:3]=1, predict the reactants needed to synthesize it. The reactants are: [Cl:1][C:2]1[CH:7]=[CH:6][C:5]([C:8]2[N:13]=[CH:12][N:11]=[C:10]([OH:14])[CH:9]=2)=[C:4]([N:15]2[CH:19]=[C:18]([C:20]([F:23])([F:22])[F:21])[N:17]=[N:16]2)[CH:3]=1.N[C@@H:25]1[C:41]2[CH:42]=[C:37]([CH:38]=[CH:39][N:40]=2)[C:36]2[N:35]([CH:43]([F:45])[F:44])[N:34]=[CH:33][C:32]=2[NH:31][C:30](=[O:46])[C@H:29]([CH3:47])[CH2:28][CH2:27][CH2:26]1. (6) Given the product [F:5][C:6]1[CH:7]=[C:8]2[C:14]([C:15](=[NH:16])[NH:17][NH2:28])=[N:13][N:12]([CH2:18][C:19]3[C:24]([F:25])=[CH:23][CH:22]=[CH:21][N:20]=3)[C:9]2=[N:10][CH:11]=1, predict the reactants needed to synthesize it. The reactants are: C(O)(=O)C.[F:5][C:6]1[CH:7]=[C:8]2[C:14]([C:15](=[NH:17])[NH2:16])=[N:13][N:12]([CH2:18][C:19]3[C:24]([F:25])=[CH:23][CH:22]=[CH:21][N:20]=3)[C:9]2=[N:10][CH:11]=1.C([N:28](CC)CC)C.O.NN.